This data is from Reaction yield outcomes from USPTO patents with 853,638 reactions. The task is: Predict the reaction yield, written as a fraction of the theoretical maximum amount of product (1.0 means a 100% yield; for example, 0.34 means a 34% yield). (1) The reactants are [F:1][C:2]1[CH:3]=[C:4]2[C:8](=[CH:9][CH:10]=1)[NH:7][C:6](=[O:11])[C:5]2=[C:12]1[C:20]2[C:15](=[CH:16][C:17]([CH2:21][CH2:22][CH2:23]OS(C)(=O)=O)=[CH:18][CH:19]=2)[CH:14]([CH3:29])[O:13]1.[NH:30]1[CH2:35][CH2:34][O:33][CH2:32][CH2:31]1. The catalyst is O1CCOCC1.CCOC(C)=O. The product is [F:1][C:2]1[CH:3]=[C:4]2[C:8](=[CH:9][CH:10]=1)[NH:7][C:6](=[O:11])[C:5]2=[C:12]1[C:20]2[C:15](=[CH:16][C:17]([CH2:21][CH2:22][CH2:23][N:30]3[CH2:35][CH2:34][O:33][CH2:32][CH2:31]3)=[CH:18][CH:19]=2)[CH:14]([CH3:29])[O:13]1. The yield is 0.840. (2) The reactants are [CH3:1][C:2]1[C:3]([CH:8]2[CH2:13][CH2:12][CH2:11][CH:10]([C:14]3[C:19]([CH3:20])=[CH:18][CH:17]=[CH:16][N:15]=3)[NH:9]2)=[N:4][CH:5]=[CH:6][CH:7]=1.Br[CH2:22][C:23]1[CH:28]=[CH:27][CH:26]=[CH:25][C:24]=1[C:29]1([CH3:34])[O:33][CH2:32][CH2:31][O:30]1.CCN(C(C)C)C(C)C. The catalyst is CN(C=O)C. The product is [CH3:1][C:2]1[C:3]([CH:8]2[CH2:13][CH2:12][CH2:11][CH:10]([C:14]3[C:19]([CH3:20])=[CH:18][CH:17]=[CH:16][N:15]=3)[N:9]2[CH2:22][C:23]2[CH:28]=[CH:27][CH:26]=[CH:25][C:24]=2[C:29]2([CH3:34])[O:30][CH2:31][CH2:32][O:33]2)=[N:4][CH:5]=[CH:6][CH:7]=1. The yield is 0.900. (3) The reactants are [CH3:1][NH:2][C:3]1[CH:4]=[C:5]([CH:9]=[CH:10][C:11]=1[OH:12])[C:6](O)=[O:7].COC1N=C(N)C=C(OC)[N:16]=1. No catalyst specified. The product is [CH3:1][NH:2][C:3]1[CH:4]=[C:5]([CH:9]=[CH:10][C:11]=1[OH:12])[C:6]([NH2:16])=[O:7]. The yield is 0.670. (4) The reactants are [CH:1]1[C:10]2[C:5](=[CH:6][CH:7]=[CH:8][CH:9]=2)[C:4]([NH2:11])=[CH:3][N:2]=1.N1C=CC=CC=1.Cl[C:19]([O:21][C:22]1[CH:27]=[CH:26][CH:25]=[CH:24][CH:23]=1)=[O:20]. The catalyst is C(#N)C.O. The product is [CH:1]1[C:10]2[C:5](=[CH:6][CH:7]=[CH:8][CH:9]=2)[C:4]([NH:11][C:19](=[O:20])[O:21][C:22]2[CH:27]=[CH:26][CH:25]=[CH:24][CH:23]=2)=[CH:3][N:2]=1. The yield is 0.590. (5) The reactants are [CH3:1][O:2][C:3]([C:5]1[CH:13]=[CH:12][C:8]([C:9]([OH:11])=O)=[C:7]([N+:14]([O-:16])=[O:15])[CH:6]=1)=[O:4].[NH2:17][C:18]1[CH:23]=[CH:22][C:21]([Cl:24])=[CH:20][N:19]=1. No catalyst specified. The product is [Cl:24][C:21]1[CH:22]=[CH:23][C:18]([NH:17][C:9](=[O:11])[C:8]2[CH:12]=[CH:13][C:5]([C:3]([O:2][CH3:1])=[O:4])=[CH:6][C:7]=2[N+:14]([O-:16])=[O:15])=[N:19][CH:20]=1. The yield is 0.740.